From a dataset of Forward reaction prediction with 1.9M reactions from USPTO patents (1976-2016). Predict the product of the given reaction. (1) Given the reactants [CH3:1][S:2]([CH2:5][CH2:6][NH:7][CH2:8][C:9]1[O:13][C:12]([C:14]2[CH:15]=[C:16]3[C:21](=[CH:22][CH:23]=2)[N:20]=[CH:19][N:18]=[C:17]3O)=[CH:11][CH:10]=1)(=[O:4])=[O:3].P(Cl)(Cl)(O[Cl:28])=O.C1(C)C=CC=CC=1.C(N(CC)CC)C, predict the reaction product. The product is: [Cl:28][C:17]1[C:16]2[C:21](=[CH:22][CH:23]=[C:14]([C:12]3[O:13][C:9]([CH2:8][NH:7][CH2:6][CH2:5][S:2]([CH3:1])(=[O:4])=[O:3])=[CH:10][CH:11]=3)[CH:15]=2)[N:20]=[CH:19][N:18]=1. (2) Given the reactants Br[CH2:2][C:3]([N:5]1[C:13]2[C:8](=[CH:9][C:10]([O:17][CH3:18])=[C:11]([N+:14]([O-])=O)[CH:12]=2)[CH2:7][CH2:6]1)=[O:4].C([O-])([O-])=O.[K+].[K+].[CH3:25][NH:26][CH2:27][CH2:28][O:29][CH3:30], predict the reaction product. The product is: [CH3:25][N:26]([CH2:2][C:3]([N:5]1[C:13]2[C:8](=[CH:9][C:10]([O:17][CH3:18])=[C:11]([NH2:14])[CH:12]=2)[CH2:7][CH2:6]1)=[O:4])[CH2:27][CH2:28][O:29][CH3:30]. (3) Given the reactants Br[C:2]1[CH:7]=[CH:6][C:5]([C:8]2[N:13]=[C:12]3[N:14]([CH2:27][O:28][CH2:29][CH2:30][Si:31]([CH3:34])([CH3:33])[CH3:32])[C:15]([O:17][C@H:18]4[C@H:22]5[O:23][CH2:24][C@@H:25]([OH:26])[C@H:21]5[O:20][CH2:19]4)=[N:16][C:11]3=[CH:10][C:9]=2[Cl:35])=[CH:4][CH:3]=1.[N:36]1([C:42]([O:44][CH:45]2[CH2:50][CH2:49][NH:48][CH2:47][CH2:46]2)=[O:43])[CH2:41][CH2:40][O:39][CH2:38][CH2:37]1, predict the reaction product. The product is: [N:36]1([C:42]([O:44][CH:45]2[CH2:50][CH2:49][N:48]([C:2]3[CH:7]=[CH:6][C:5]([C:8]4[N:13]=[C:12]5[N:14]([CH2:27][O:28][CH2:29][CH2:30][Si:31]([CH3:34])([CH3:33])[CH3:32])[C:15]([O:17][C@@H:18]6[CH2:19][O:20][C@@H:21]7[C@H:25]([OH:26])[CH2:24][O:23][C@H:22]67)=[N:16][C:11]5=[CH:10][C:9]=4[Cl:35])=[CH:4][CH:3]=3)[CH2:47][CH2:46]2)=[O:43])[CH2:41][CH2:40][O:39][CH2:38][CH2:37]1. (4) Given the reactants [CH3:1][O:2][C:3]1[CH:8]=[CH:7][N:6]2[N:9]=[C:10]([C:22]3[CH:27]=[CH:26][CH:25]=[CH:24][CH:23]=3)[C:11]([C:12]3[CH:13]=[CH:14][C:15](=[O:21])[N:16]([CH:18]([CH3:20])[CH3:19])[N:17]=3)=[C:5]2[CH:4]=1.[BrH:28].[NH+]1C=CC=CC=1, predict the reaction product. The product is: [Br:28][C:4]1[C:5]2[N:6]([N:9]=[C:10]([C:22]3[CH:27]=[CH:26][CH:25]=[CH:24][CH:23]=3)[C:11]=2[C:12]2[CH:13]=[CH:14][C:15](=[O:21])[N:16]([CH:18]([CH3:20])[CH3:19])[N:17]=2)[CH:7]=[CH:8][C:3]=1[O:2][CH3:1].